From a dataset of Catalyst prediction with 721,799 reactions and 888 catalyst types from USPTO. Predict which catalyst facilitates the given reaction. (1) Reactant: [CH2:1]([C:3]1[C:8](=[O:9])[NH:7][C:6]([CH3:10])=[C:5]([C:11]2[S:15][C:14]([CH:16]=[O:17])=[CH:13][CH:12]=2)[CH:4]=1)[CH3:2].[BH4-].[Na+]. Product: [CH2:1]([C:3]1[C:8](=[O:9])[NH:7][C:6]([CH3:10])=[C:5]([C:11]2[S:15][C:14]([CH2:16][OH:17])=[CH:13][CH:12]=2)[CH:4]=1)[CH3:2]. The catalyst class is: 5. (2) Reactant: [CH3:1][N:2]1[C:6]([NH:7][C:8]2[N:9]=[CH:10][C:11]3[CH2:17][CH2:16][N:15](C(OC(C)(C)C)=O)[CH2:14][C:12]=3[N:13]=2)=[CH:5][CH:4]=[N:3]1.Cl.O1CCOCC1.N.CO. Product: [CH3:1][N:2]1[C:6]([NH:7][C:8]2[N:9]=[CH:10][C:11]3[CH2:17][CH2:16][NH:15][CH2:14][C:12]=3[N:13]=2)=[CH:5][CH:4]=[N:3]1. The catalyst class is: 497.